Dataset: Forward reaction prediction with 1.9M reactions from USPTO patents (1976-2016). Task: Predict the product of the given reaction. Given the reactants [NH2:1][CH2:2][CH2:3][CH2:4][CH2:5][C:6]([CH3:15])([C:9]1[CH:14]=[CH:13][CH:12]=[CH:11][CH:10]=1)[CH2:7][OH:8].[N:16]([CH2:19][CH2:20][CH2:21][C:22]([CH3:32])([CH3:31])[CH2:23][O:24]C1CCCCO1)=[C:17]=[O:18], predict the reaction product. The product is: [OH:24][CH2:23][C:22]([CH3:32])([CH3:31])[CH2:21][CH2:20][CH2:19][NH:16][C:17]([NH:1][CH2:2][CH2:3][CH2:4][CH2:5][C:6]([CH3:15])([C:9]1[CH:10]=[CH:11][CH:12]=[CH:13][CH:14]=1)[CH2:7][OH:8])=[O:18].